The task is: Regression. Given a peptide amino acid sequence and an MHC pseudo amino acid sequence, predict their binding affinity value. This is MHC class I binding data.. This data is from Peptide-MHC class I binding affinity with 185,985 pairs from IEDB/IMGT. (1) The peptide sequence is GYRWMCLRR. The MHC is HLA-A02:02 with pseudo-sequence HLA-A02:02. The binding affinity (normalized) is 0. (2) The peptide sequence is IEELREHLL. The MHC is HLA-A02:01 with pseudo-sequence HLA-A02:01. The binding affinity (normalized) is 0.0236. (3) The peptide sequence is VHDTNATKL. The MHC is HLA-B15:17 with pseudo-sequence HLA-B15:17. The binding affinity (normalized) is 0.0847. (4) The MHC is HLA-A02:01 with pseudo-sequence HLA-A02:01. The binding affinity (normalized) is 0.503. The peptide sequence is RAMASDFNL.